From a dataset of Experimentally validated miRNA-target interactions with 360,000+ pairs, plus equal number of negative samples. Binary Classification. Given a miRNA mature sequence and a target amino acid sequence, predict their likelihood of interaction. (1) Result: 0 (no interaction). The miRNA is hsa-miR-3180-5p with sequence CUUCCAGACGCUCCGCCCCACGUCG. The protein sequence of the target gene is MDLQLKQWRSQQQNESEEQGSAATKISNFFFDQIQSQTATSAAAAPLPLFVPEPTSSSSFSCFSPDSSNSSSSSRFLKMGNFFSWAQWQELELQALIYRYMLAGASVPQELLLPIKKSLLHQSPMHFLHHPLQHSFPHHQPSWYWGRGAMDPEPGRCKRTDGKKWRCSRDVVAGHKYCDRHIHRGRNRSRKPVETATTTITTTATTTASSFVLGEELGHGPNNNHFFSSGSSQPLHLSHQQSCSSEMKQESNNNKRPYEANSGFSNGRSDDGHILRHFFDDWPRSSDSTSSPMSSSTCHL.... (2) The miRNA is hsa-miR-548ac with sequence CAAAAACCGGCAAUUACUUUUG. The protein sequence of the target gene is MNEEYDVIVLGTGLTECILSGIMSVNGKKVLHMDQNPYYGGESASITPLEDLYKRFKLPGQPPASMGRGRDWNVDLIPKFLMANGQLVKMLLFTEVTRYMDFKVIEGSFVYKGGKIYKVPSTEAEALASSLMGLFEKRRFRKFLVYVANFDEKDPRTFEGVDPKKTSMRDVYKKFDLGQDVIDFTGHSLALYRTDDYLDQPCCETINRIKLYSESLARYGKSPYLYPLYGLGELPQGFARLSAIYGGTYMLNKPIEEIIVQNGKVVGVKSEGEIARCKQLICDPSYVKDRVEKVGQVIRV.... Result: 0 (no interaction).